From a dataset of Experimentally validated miRNA-target interactions with 360,000+ pairs, plus equal number of negative samples. Binary Classification. Given a miRNA mature sequence and a target amino acid sequence, predict their likelihood of interaction. (1) The miRNA is hsa-miR-4795-5p with sequence AGAAGUGGCUAAUAAUAUUGA. The protein sequence of the target gene is MEEEGVKEAGEKPRGAQMVDKAGWIKKSSGGLLGFWKDRYLLLCQAQLLVYENEDDQKCVETVELGSYEKCQDLRALLKRKHRFILLRSPGNKVSDIKFQAPTGEEKESWIKALNEGINRGKNKAFDEVKVDKSCALEHVTRDRVRGGQRRRPPTRVHLKEVASAASDGLLRLDLDVPDSGPPVFAPSNHVSEAQPRETPRPLMPPTKPFLAPETTSPGDRVETPVGERAPTPVSASSEVSPESQEDSETPAEEDSGSEQPPNSVLPDKLKVSWENPSPQEAPAAESAEPSQAPCSETSE.... Result: 0 (no interaction). (2) The miRNA is mmu-miR-3082-3p with sequence CACAUGGCACUCAACUCUGCAG. The protein sequence of the target gene is MAVAAAAAAGPVFWRRLLGLLPGRPGLAALLGRLSDRLGRNRDRQRRRSPWLLLAPLLSPAVPQVTSPPCCLCPEGVHRFQWIRNLVPEFGVSSSHVRVLSSPAEFFELMKGQIRVAKRRVVMASLYLGTGPLEQELVDCLESTLEKSLQAKFPSNLKVSILLDFTRGSRGRKNSRTMLLPLLRRFPEQVRVSLFHTPHLRGLLRLLIPERFNETIGLQHIKVYLFDNSVILSGANLSDSYFTNRQDRYVFLQDCAEIADFFTELVDAVGDVSLQLQGDDTVQVVDGMVHPYKGDRAEYC.... Result: 0 (no interaction). (3) The miRNA is mmu-miR-6973a-3p with sequence CACUCUAACCCUACCUACCCAU. The protein sequence of the target gene is MKFAEHLSAHITPEWRKQYIQYEAFKDMLYSAQDQAPSVEVTDEDTVKRYFAKFEEKFFQTCEKELAKINTFYSEKLAEAQRRFATLQNELQSSLDAQKESTGVTTLRQRRKPVFHLSHEERVQHRNIKDLKLAFSEFYLSLILLQNYQNLNFTGFRKILKKHDKILETSRGADWRVAHVEVAPFYTCKKINQLISETEAVVTNELEDGDRQKAMKRLRVPPLGAAQPAPAWTTFRVGLFCGIFIVLNITLVLAAVFKLETDRSIWPLIRIYRGGFLLIEFLFLLGINTYGWRQAGVNHV.... Result: 0 (no interaction). (4) The miRNA is hsa-miR-142-5p with sequence CAUAAAGUAGAAAGCACUACU. The protein sequence of the target gene is MEADGDGEELARLRSVFAACDANRSGRLEREEFRALCTELRVRPADAEAVFQRLDADRDGAITFQEFARGFLGSLRGGRRRDWGPLDPAPAVSEAGPETHDSEEDEGDEDAAAALATSCGPASPGRAWQDFQARLGDEAKFIPREEQVSTLYQNINLVEPRLIQPYEHVIKNFIREIRLQSTEMENLAIAVKRAQDKAAMQLSELEEEMDQRIQAAEHKTRKDEKRKAEEALSDLRRQYETEVGDLQVTIKKLRKLEEQSKRVSQKEDVAALKKQIYDLSMENQKVKKDLLEAQTNIAFL.... Result: 1 (interaction). (5) The miRNA is hsa-miR-5692c with sequence AAUAAUAUCACAGUAGGUGUAC. The protein sequence of the target gene is MSPWSWFLLQTLCLLPTGAASRRGAPGTANCELKPQQSELNSFLWTIKRDPPSYFFGTIHVPYTRVWDFIPDNSKEAFLQSSIVYFELDLTDPYTISALTSCQMLPQGENLQDVLPRDIYCRLKRHLEYVKLMMPLWMTPDQRGKGLYADYLFNAIAGNWERKRPVWVMLMVNSLTEVDIKSRGVPVLDLFLAQEAERLRKQTGAVEKVEEQCHPLNGLNFSQVIFALNQTLLQQESLRAGSLQIPYTTEDLIKHYNCGDLSSVILSHDSSQVPNFINATLPPQERITAQEIDSYLRREL.... Result: 0 (no interaction). (6) The miRNA is hsa-miR-214-3p with sequence ACAGCAGGCACAGACAGGCAGU. The protein sequence of the target gene is MAPGWAGVGAAVRARLALALALASVLSGPPAVACPTKCTCSAASVDCHGLGLRAVPRGIPRNAERLDLDRNNITRITKMDFAGLKNLRVLHLEDNQVSVIERGAFQDLKQLERLRLNKNKLQVLPELLFQSTPKLTRLDLSENQIQGIPRKAFRGITDVKNLQLDNNHISCIEDGAFRALRDLEILTLNNNNISRILVTSFNHMPKIRTLRLHSNHLYCDCHLAWLSDWLRQRRTVGQFTLCMAPVHLRGFNVADVQKKEYVCPAPHSEPPSCNANSISCPSPCTCSNNIVDCRGKGLME.... Result: 1 (interaction). (7) The miRNA is hsa-miR-4787-5p with sequence GCGGGGGUGGCGGCGGCAUCCC. The protein sequence of the target gene is MLSRLQELRKEEETLLRLKAALHDQLNRLKVEELALQSMISSRRGDEMLSSHTVPEQSHDMLVHVDNEASINQTTLELSTKSHVTEEEEEEEEEESDS. Result: 0 (no interaction). (8) Result: 1 (interaction). The protein sequence of the target gene is MSQAVQTNGTQPLSKTWELSLYELQRTPQEAITDGLEIVVSPRSLHSELMCPICLDMLKNTMTTKECLHRFCADCIITALRSGNKECPTCRKKLVSKRSLRPDPNFDALISKIYPSRDEYEAHQERVLARINKHNNQQALSHSIEEGLKIQAMNRLQRGKKQQIENGSGAEDNGDSSHCSNASTHSNQEAGPSNKRTKTSDDSGLELDNNNAAMAIDPVMDGASEIELVFRPHPTLMEKDDSAQTRYIKTSGNATVDHLSKYLAVRLALEELRSKGESNQMNLDTASEKQYTIYIATASG.... The miRNA is hsa-miR-4284 with sequence GGGCUCACAUCACCCCAU.